The task is: Predict the product of the given reaction.. This data is from Forward reaction prediction with 1.9M reactions from USPTO patents (1976-2016). (1) Given the reactants [OH:1][C:2]1[CH:15]=[CH:14][CH:13]=[C:12]2[C:3]=1[O:4][C:5]1[CH:6]=[C:7]([C:17]3[CH:18]=[N:19][CH:20]=[CH:21][CH:22]=3)[CH:8]=[CH:9][C:10]=1[C:11]2=O.C([N:25]([CH2:43][CH3:44])[C:26]([C:28]1[CH:29]=CC2C(=O)C3C(OC=2C=1)=CC=CC=3)=O)C, predict the reaction product. The product is: [NH:25]1[CH2:26][CH2:28][C:29](=[C:11]2[C:12]3[CH:13]=[CH:14][CH:15]=[C:2]([OH:1])[C:3]=3[O:4][C:5]3[C:10]2=[CH:9][CH:8]=[C:7]([C:17]2[CH:18]=[N:19][CH:20]=[CH:21][CH:22]=2)[CH:6]=3)[CH2:44][CH2:43]1. (2) Given the reactants [C:1]([O:5][C:6](=[O:16])[NH:7][C:8]1[CH:13]=[CH:12][CH:11]=[C:10]([Cl:14])[C:9]=1[CH3:15])([CH3:4])([CH3:3])[CH3:2].C([Li])(CC)C.CON(C)[C:25](=[O:27])[CH3:26], predict the reaction product. The product is: [C:1]([O:5][C:6](=[O:16])[NH:7][C:8]1[CH:13]=[CH:12][CH:11]=[C:10]([Cl:14])[C:9]=1[CH2:15][C:25](=[O:27])[CH3:26])([CH3:4])([CH3:3])[CH3:2]. (3) Given the reactants [OH-].[Na+].C([NH:6][C:7]1[S:11][C:10]2[C:12]([O:17][CH2:18][CH2:19][N:20]([CH2:23][CH3:24])[CH2:21][CH3:22])=[C:13]([Br:16])[CH:14]=[CH:15][C:9]=2[C:8]=1[C:25]([O:27][CH2:28][CH3:29])=[O:26])(=O)C, predict the reaction product. The product is: [NH2:6][C:7]1[S:11][C:10]2[C:12]([O:17][CH2:18][CH2:19][N:20]([CH2:21][CH3:22])[CH2:23][CH3:24])=[C:13]([Br:16])[CH:14]=[CH:15][C:9]=2[C:8]=1[C:25]([O:27][CH2:28][CH3:29])=[O:26]. (4) Given the reactants Br[C:2]1[N:6]([CH2:7][C:8]2[CH:13]=[CH:12][CH:11]=[C:10]([F:14])[CH:9]=2)[C:5](=[O:15])[N:4]([CH2:16][C:17]([O:19][CH3:20])=[O:18])[N:3]=1.[OH:21][C:22]1[CH:27]=[CH:26][CH:25]=[CH:24][C:23]=1B(O)O, predict the reaction product. The product is: [F:14][C:10]1[CH:9]=[C:8]([CH:13]=[CH:12][CH:11]=1)[CH2:7][N:6]1[C:5](=[O:15])[N:4]([CH2:16][C:17]([O:19][CH3:20])=[O:18])[N:3]=[C:2]1[C:23]1[CH:24]=[CH:25][CH:26]=[CH:27][C:22]=1[OH:21]. (5) Given the reactants [C:1]1([NH:7]N)[CH:6]=[CH:5][CH:4]=[CH:3][CH:2]=1.[C:9]1(=O)[CH2:14][CH2:13][C:12](=O)[CH2:11][CH2:10]1, predict the reaction product. The product is: [CH:3]1[CH:4]=[CH:5][CH:6]=[C:1]2[NH:7][C:10]3[C:9](=[CH:14][C:13]4[NH:7][C:1]5[C:6]([C:12]=4[CH:11]=3)=[CH:5][CH:4]=[CH:3][CH:2]=5)[C:2]=12. (6) Given the reactants [CH3:1][C@@:2]12[C@H:11]3[CH2:12][CH:13]=[C:14]4[C@@H:19]5[CH2:20][C:21]([CH3:25])([CH3:24])[CH2:22][CH2:23][C@:18]5([C:26]([OH:28])=[O:27])[CH2:17][CH2:16][C@@:15]4([CH3:29])[C@:10]3([CH3:30])[CH2:9][CH2:8][C@H:7]1[C:6]([CH3:32])([CH3:31])[C@@H:5]([OH:33])[CH2:4][CH2:3]2.[CH2:34](Br)[C:35]1[CH:40]=[CH:39][CH:38]=[CH:37][CH:36]=1.C([O-])([O-])=O.[K+].[K+], predict the reaction product. The product is: [OH:33][C@H:5]1[CH2:4][CH2:3][C@@:2]2([CH3:1])[CH:7]([CH2:8][CH2:9][C@:10]3([CH3:30])[CH:11]2[CH2:12][CH:13]=[C:14]2[C@@:15]3([CH3:29])[CH2:16][CH2:17][C@:18]3([C:26]([O:28][CH2:34][C:35]4[CH:40]=[CH:39][CH:38]=[CH:37][CH:36]=4)=[O:27])[CH:19]2[CH2:20][C:21]([CH3:24])([CH3:25])[CH2:22][CH2:23]3)[C:6]1([CH3:32])[CH3:31].